This data is from Full USPTO retrosynthesis dataset with 1.9M reactions from patents (1976-2016). The task is: Predict the reactants needed to synthesize the given product. (1) The reactants are: [Cl:1][C:2]1[CH:23]=[CH:22][CH:21]=[C:20]([Cl:24])[C:3]=1[CH2:4][N:5]1[C:13]2[C:8](=[CH:9][CH:10]=[C:11]([CH2:14][CH2:15][C:16]([OH:18])=[O:17])[CH:12]=2)[C:7]([CH3:19])=[N:6]1.[OH-].[K+:26]. Given the product [Cl:1][C:2]1[CH:23]=[CH:22][CH:21]=[C:20]([Cl:24])[C:3]=1[CH2:4][N:5]1[C:13]2[C:8](=[CH:9][CH:10]=[C:11]([CH2:14][CH2:15][C:16]([O-:18])=[O:17])[CH:12]=2)[C:7]([CH3:19])=[N:6]1.[K+:26], predict the reactants needed to synthesize it. (2) Given the product [CH3:28][O:27][CH:24]1[CH2:25][CH2:26][N:22]([C:20]2[N:21]=[C:16]3[CH:15]=[CH:14][C:13]([NH:12][C:11]([C:10]4[N:9]([CH3:30])[N:8]=[CH:7][C:6]=4[C:4]([OH:5])=[O:3])=[O:29])=[CH:18][N:17]3[N:19]=2)[CH2:23]1, predict the reactants needed to synthesize it. The reactants are: C([O:3][C:4]([C:6]1[CH:7]=[N:8][N:9]([CH3:30])[C:10]=1[C:11](=[O:29])[NH:12][C:13]1[CH:14]=[CH:15][C:16]2[N:17]([N:19]=[C:20]([N:22]3[CH2:26][CH2:25][CH:24]([O:27][CH3:28])[CH2:23]3)[N:21]=2)[CH:18]=1)=[O:5])C.CN1C(C(=O)NC2C=CC3N(N=C(N4CCOCC4)N=3)C=2)=C(C(O)=O)C=N1. (3) The reactants are: [CH2:1]([C:3]([F:31])([CH2:29][CH3:30])[CH2:4][N:5]1[CH2:10][CH2:9][CH:8]([CH2:11][O:12][C:13]2[CH:18]=[CH:17][C:16]([C:19]3[CH:24]=[CH:23][C:22]([C:25]([O:27]C)=[O:26])=[CH:21][CH:20]=3)=[CH:15][CH:14]=2)[CH2:7][CH2:6]1)[CH3:2].CO.O.O[Li].O. Given the product [CH2:1]([C:3]([F:31])([CH2:29][CH3:30])[CH2:4][N:5]1[CH2:6][CH2:7][CH:8]([CH2:11][O:12][C:13]2[CH:18]=[CH:17][C:16]([C:19]3[CH:24]=[CH:23][C:22]([C:25]([OH:27])=[O:26])=[CH:21][CH:20]=3)=[CH:15][CH:14]=2)[CH2:9][CH2:10]1)[CH3:2], predict the reactants needed to synthesize it. (4) The reactants are: [CH2:1]([C:5]1[CH:10]=[CH:9][C:8]([C:11]#[C:12][C:13]2[CH:37]=[CH:36][C:16]([CH2:17][N:18]([C:29](=[O:35])[CH2:30][C:31]([CH3:34])([CH3:33])[CH3:32])[C:19]3[CH:20]=[CH:21][C:22]([F:28])=[C:23]([CH:27]=3)[C:24]([OH:26])=[O:25])=[CH:15][CH:14]=2)=[CH:7][CH:6]=1)[CH2:2][CH2:3][CH3:4].[CH3:38][NH:39][CH2:40][C@@H:41]([C@H:43]([C@@H:45]([C@@H:47]([CH2:49][OH:50])[OH:48])[OH:46])[OH:44])[OH:42]. Given the product [CH3:38][NH:39][CH2:40][C@@H:41]([C@H:43]([C@@H:45]([C@@H:47]([CH2:49][OH:50])[OH:48])[OH:46])[OH:44])[OH:42].[CH2:1]([C:5]1[CH:6]=[CH:7][C:8]([C:11]#[C:12][C:13]2[CH:37]=[CH:36][C:16]([CH2:17][N:18]([C:29](=[O:35])[CH2:30][C:31]([CH3:33])([CH3:32])[CH3:34])[C:19]3[CH:20]=[CH:21][C:22]([F:28])=[C:23]([CH:27]=3)[C:24]([OH:26])=[O:25])=[CH:15][CH:14]=2)=[CH:9][CH:10]=1)[CH2:2][CH2:3][CH3:4], predict the reactants needed to synthesize it. (5) Given the product [Cl:1][C:2]1[CH:7]=[C:6]([Cl:8])[CH:5]=[CH:4][C:3]=1[CH:9]1[CH2:12][CH2:11][C:10]1=[N:16][OH:15], predict the reactants needed to synthesize it. The reactants are: [Cl:1][C:2]1[CH:7]=[C:6]([Cl:8])[CH:5]=[CH:4][C:3]=1[CH:9]1[CH2:12][CH2:11][C:10]1=O.Cl.[OH:15][NH2:16].C([O-])([O-])=O.[K+].[K+].